Dataset: Reaction yield outcomes from USPTO patents with 853,638 reactions. Task: Predict the reaction yield, written as a fraction of the theoretical maximum amount of product (1.0 means a 100% yield; for example, 0.34 means a 34% yield). The reactants are [H-].[Na+].[CH3:3][C:4]1[C:12]2[C:7](=[N:8][CH:9]=[N:10][C:11]=2[NH2:13])[NH:6][N:5]=1.[Br:14][C:15]1[C:22]([O:23][CH2:24][CH3:25])=[C:21]([CH:26](Cl)[CH3:27])[CH:20]=[C:19]([Cl:29])[C:16]=1[C:17]#[N:18]. The catalyst is CN(C)C=O.C(Cl)Cl. The product is [NH2:13][C:11]1[N:10]=[CH:9][N:8]=[C:7]2[N:6]([CH:26]([C:21]3[CH:20]=[C:19]([Cl:29])[C:16]([C:17]#[N:18])=[C:15]([Br:14])[C:22]=3[O:23][CH2:24][CH3:25])[CH3:27])[N:5]=[C:4]([CH3:3])[C:12]=12. The yield is 0.600.